This data is from Forward reaction prediction with 1.9M reactions from USPTO patents (1976-2016). The task is: Predict the product of the given reaction. (1) The product is: [C:12]([O:16][C:17]([N:19]1[C@H:23]([CH:24]=[O:25])[CH2:22][C@@H:21]([CH:26]([CH3:28])[CH3:27])[C@@H:20]1[C:29]1[CH:34]=[CH:33][C:32]([O:35][CH3:36])=[C:31]([O:37][CH2:38][CH2:39][CH2:40][O:41][CH3:42])[CH:30]=1)=[O:18])([CH3:15])([CH3:14])[CH3:13]. Given the reactants CC1(C)N([O])C(C)(C)CCC1.[C:12]([O:16][C:17]([N:19]1[C@H:23]([CH2:24][OH:25])[CH2:22][C@@H:21]([CH:26]([CH3:28])[CH3:27])[C@@H:20]1[C:29]1[CH:34]=[CH:33][C:32]([O:35][CH3:36])=[C:31]([O:37][CH2:38][CH2:39][CH2:40][O:41][CH3:42])[CH:30]=1)=[O:18])([CH3:15])([CH3:14])[CH3:13].C(=O)([O-])O.[Na+].[Br-].[K+].Cl[O-].[Na+].S([O-])([O-])=O.[Na+].[Na+], predict the reaction product. (2) Given the reactants [CH3:1][C:2]([NH:20]C(=O)OCC1C=CC=CC=1)([C:4]1[NH:8][C:7]2[CH:9]=[CH:10][CH:11]=[C:12]([N:13]3[CH2:18][CH2:17][N:16]([CH3:19])[CH2:15][CH2:14]3)[C:6]=2[N:5]=1)[CH3:3].[N:31]1[C:40]2[C:39](=O)[CH2:38][CH2:37][CH2:36][C:35]=2[CH:34]=[CH:33][CH:32]=1, predict the reaction product. The product is: [CH3:3][C:2]([NH:20][CH:39]1[C:40]2[N:31]=[CH:32][CH:33]=[CH:34][C:35]=2[CH2:36][CH2:37][CH2:38]1)([C:4]1[NH:8][C:7]2[CH:9]=[CH:10][CH:11]=[C:12]([N:13]3[CH2:18][CH2:17][N:16]([CH3:19])[CH2:15][CH2:14]3)[C:6]=2[N:5]=1)[CH3:1]. (3) Given the reactants [OH:1][CH:2]([C:28]1[CH:33]=[CH:32][CH:31]=[CH:30][CH:29]=1)[CH2:3][N:4]1[C:9](=[O:10])[C:8]([C:11]2[CH:16]=[CH:15][C:14]([F:17])=[CH:13][CH:12]=2)=[C:7]([C:18]2[CH:23]=[CH:22][C:21]([S:24]([CH3:27])(=[O:26])=[O:25])=[CH:20][CH:19]=2)[CH:6]=[N:5]1.I[CH3:35].[H-].[Na+], predict the reaction product. The product is: [CH3:35][O:1][CH:2]([C:28]1[CH:29]=[CH:30][CH:31]=[CH:32][CH:33]=1)[CH2:3][N:4]1[C:9](=[O:10])[C:8]([C:11]2[CH:12]=[CH:13][C:14]([F:17])=[CH:15][CH:16]=2)=[C:7]([C:18]2[CH:23]=[CH:22][C:21]([S:24]([CH3:27])(=[O:26])=[O:25])=[CH:20][CH:19]=2)[CH:6]=[N:5]1. (4) Given the reactants [NH2:1][C:2]1[N:7]=[CH:6][N:5]=[C:4]([NH:8][CH:9]([C:11]2[C:20]([C:21]3[CH:26]=[CH:25][CH:24]=[CH:23][N:22]=3)=[C:19]([C:27]([O:29]C)=[O:28])[C:18]3[C:13](=[CH:14][CH:15]=[C:16]([F:31])[CH:17]=3)[N:12]=2)[CH3:10])[C:3]=1[C:32]#[N:33].[Li+].[I-], predict the reaction product. The product is: [NH2:1][C:2]1[N:7]=[CH:6][N:5]=[C:4]([NH:8][CH:9]([C:11]2[C:20]([C:21]3[CH:26]=[CH:25][CH:24]=[CH:23][N:22]=3)=[C:19]([C:27]([OH:29])=[O:28])[C:18]3[C:13](=[CH:14][CH:15]=[C:16]([F:31])[CH:17]=3)[N:12]=2)[CH3:10])[C:3]=1[C:32]#[N:33]. (5) Given the reactants C(OC([N:8]1[CH2:13][CH2:12][CH:11]([C:14]2[C:22]3[S:21][C:20]([NH:23][C:24]([C:26]4[CH:31]=[CH:30][N:29]=[C:28]([N:32]5[CH2:37][CH2:36][O:35][CH2:34][CH2:33]5)[CH:27]=4)=[O:25])=[N:19][C:18]=3[C:17]([O:38][CH3:39])=[CH:16][CH:15]=2)[CH2:10][CH2:9]1)=O)(C)(C)C, predict the reaction product. The product is: [CH3:39][O:38][C:17]1[C:18]2[N:19]=[C:20]([NH:23][C:24](=[O:25])[C:26]3[CH:31]=[CH:30][N:29]=[C:28]([N:32]4[CH2:33][CH2:34][O:35][CH2:36][CH2:37]4)[CH:27]=3)[S:21][C:22]=2[C:14]([CH:11]2[CH2:12][CH2:13][NH:8][CH2:9][CH2:10]2)=[CH:15][CH:16]=1. (6) Given the reactants [NH2:1][C:2]1[C:10]([CH3:11])=[CH:9][C:8]([Cl:12])=[CH:7][C:3]=1[C:4](O)=[O:5].CO.Cl, predict the reaction product. The product is: [NH2:1][C:2]1[C:10]([CH3:11])=[CH:9][C:8]([Cl:12])=[CH:7][C:3]=1[CH2:4][OH:5]. (7) Given the reactants [CH3:1][O:2][C:3]([C:5]1[CH:6]=[CH:7][C:8]([CH3:14])=[C:9]([CH:13]=1)[C:10]([OH:12])=O)=[O:4].CCN(C(C)C)C(C)C.C1C=CC2N(O)N=NC=2C=1.Cl.CN(C)CCCN=C=NCC.[NH2:46][C:47]1[CH:52]=[CH:51][C:50]([NH2:53])=[CH:49][N:48]=1, predict the reaction product. The product is: [NH2:46][C:47]1[N:48]=[CH:49][C:50]([NH:53][C:10]([C:9]2[CH:13]=[C:5]([CH:6]=[CH:7][C:8]=2[CH3:14])[C:3]([O:2][CH3:1])=[O:4])=[O:12])=[CH:51][CH:52]=1. (8) Given the reactants Cl[CH2:2][C:3]([NH:5][C:6]([CH3:19])([CH2:12][C:13]1[CH:18]=[CH:17][CH:16]=[CH:15][CH:14]=1)[C:7](OCC)=[O:8])=[O:4].O.[NH3:21], predict the reaction product. The product is: [CH2:12]([C:6]1([CH3:19])[NH:5][C:3](=[O:4])[CH2:2][NH:21][C:7]1=[O:8])[C:13]1[CH:18]=[CH:17][CH:16]=[CH:15][CH:14]=1. (9) Given the reactants [C:1]([C:5]([CH2:12][O:13][CH3:14])([C:9]([O-])=[O:10])[C:6]([O-])=[O:7])([CH3:4])([CH3:3])[CH3:2].[H-].[Al+3].[Li+].[H-].[H-].[H-].C(C(COC)(C(OCC)=O)C(OCC)=O)(C)(C)C.[OH-].[Na+].S([O-])([O-])(=O)=O.[Na+].[Na+], predict the reaction product. The product is: [OH:10][CH2:9][C:5]([CH2:12][O:13][CH3:14])([C:1]([CH3:4])([CH3:2])[CH3:3])[CH2:6][OH:7]. (10) Given the reactants [F:1][C:2]([F:14])([F:13])[C:3]1[CH:8]=[CH:7][CH:6]=[CH:5][C:4]=1[CH2:9][C:10]([OH:12])=O.[Br:15][C:16]1[CH:17]=[CH:18][CH:19]=[C:20]2[C:29]=1[C:23]1([CH2:28][CH2:27][NH:26][CH2:25][CH2:24]1)[NH:22][C:21]2=[O:30], predict the reaction product. The product is: [Br:15][C:16]1[CH:17]=[CH:18][CH:19]=[C:20]2[C:29]=1[C:23]1([CH2:24][CH2:25][N:26]([C:10](=[O:12])[CH2:9][C:4]3[CH:5]=[CH:6][CH:7]=[CH:8][C:3]=3[C:2]([F:1])([F:14])[F:13])[CH2:27][CH2:28]1)[NH:22][C:21]2=[O:30].